Predict the reaction yield, written as a fraction of the theoretical maximum amount of product (1.0 means a 100% yield; for example, 0.34 means a 34% yield). From a dataset of Reaction yield outcomes from USPTO patents with 853,638 reactions. (1) The reactants are Br[C:2]1[CH:7]=[CH:6][C:5]([Br:8])=[CH:4][CH:3]=1.[CH3:9][C:10]1([CH3:44])[C:34]2[C:14]([CH:15]=[C:16]3[CH:33]=[C:32]4[C:19]([C:20]5[C:25]([C:26]6[C:31]4=[CH:30][CH:29]=[CH:28][CH:27]=6)=[CH:24][CH:23]=[CH:22][CH:21]=5)=[CH:18][C:17]3=2)=[CH:13][C:12](B2OC(C)(C)C(C)(C)O2)=[CH:11]1.C([O-])([O-])=O.[Na+].[Na+].CCO. The catalyst is [Pd].C1(P(C2C=CC=CC=2)C2C=CC=CC=2)C=CC=CC=1.C1(P(C2C=CC=CC=2)C2C=CC=CC=2)C=CC=CC=1.C1(P(C2C=CC=CC=2)C2C=CC=CC=2)C=CC=CC=1.C1(P(C2C=CC=CC=2)C2C=CC=CC=2)C=CC=CC=1.CO.C1(C)C=CC=CC=1. The product is [Br:8][C:5]1[CH:6]=[CH:7][C:2]([C:12]2[CH:13]=[C:14]3[C:34]([C:10]([CH3:44])([CH3:9])[CH:11]=2)=[C:17]2[C:16]([CH:33]=[C:32]4[C:19](=[CH:18]2)[C:20]2[CH:21]=[CH:22][CH:23]=[CH:24][C:25]=2[C:26]2[CH:27]=[CH:28][CH:29]=[CH:30][C:31]4=2)=[CH:15]3)=[CH:3][CH:4]=1. The yield is 0.530. (2) The reactants are [ClH:1].[F:2][C:3]1[CH:57]=[CH:56][CH:55]=[CH:54][C:4]=1[CH2:5][NH:6][C:7](=[O:53])[CH2:8][CH:9]1[C:15](=[O:16])[N:14]([C:17]2[CH:22]=[CH:21][C:20]([CH2:23][NH:24]C(OC(C)(C)C)=O)=[CH:19][CH:18]=2)[C:13]2[CH:32]=[CH:33][CH:34]=[CH:35][C:12]=2[N:11]([CH2:36][C:37]2[CH:42]=[CH:41][C:40]([NH:43][C:44](=[O:51])[C:45]3[CH:50]=[CH:49][CH:48]=[CH:47][CH:46]=3)=[CH:39][CH:38]=2)[C:10]1=[O:52]. The catalyst is C(OCC)(=O)C. The product is [ClH:1].[F:2][C:3]1[CH:57]=[CH:56][CH:55]=[CH:54][C:4]=1[CH2:5][NH:6][C:7](=[O:53])[CH2:8][CH:9]1[C:15](=[O:16])[N:14]([C:17]2[CH:18]=[CH:19][C:20]([CH2:23][NH2:24])=[CH:21][CH:22]=2)[C:13]2[CH:32]=[CH:33][CH:34]=[CH:35][C:12]=2[N:11]([CH2:36][C:37]2[CH:42]=[CH:41][C:40]([NH:43][C:44](=[O:51])[C:45]3[CH:46]=[CH:47][CH:48]=[CH:49][CH:50]=3)=[CH:39][CH:38]=2)[C:10]1=[O:52]. The yield is 0.970. (3) The reactants are [F:1][C:2]1([F:48])[CH2:7][CH2:6][CH:5]([C:8]2[C:17]3[CH:16]([O:18][CH2:19][C:20]4[CH:25]=[CH:24][C:23]([O:26][CH3:27])=[CH:22][CH:21]=4)[CH2:15][C:14]([CH3:29])([CH3:28])[CH2:13][C:12]=3[N:11]=[C:10]([CH:30]3[CH2:35][CH2:34][NH:33][CH2:32][CH2:31]3)[C:9]=2[CH:36]([F:47])[C:37]2[CH:42]=[CH:41][C:40]([C:43]([F:46])([F:45])[F:44])=[CH:39][CH:38]=2)[CH2:4][CH2:3]1.Br[C:50]1[N:55]=[CH:54][CH:53]=[CH:52][N:51]=1.C(N(C(C)C)CC)(C)C.C(O)(C)(C)C. The catalyst is O. The product is [F:48][C:2]1([F:1])[CH2:7][CH2:6][CH:5]([C:8]2[C:17]3[CH:16]([O:18][CH2:19][C:20]4[CH:21]=[CH:22][C:23]([O:26][CH3:27])=[CH:24][CH:25]=4)[CH2:15][C:14]([CH3:28])([CH3:29])[CH2:13][C:12]=3[N:11]=[C:10]([CH:30]3[CH2:35][CH2:34][N:33]([C:50]4[N:55]=[CH:54][CH:53]=[CH:52][N:51]=4)[CH2:32][CH2:31]3)[C:9]=2[CH:36]([F:47])[C:37]2[CH:38]=[CH:39][C:40]([C:43]([F:45])([F:46])[F:44])=[CH:41][CH:42]=2)[CH2:4][CH2:3]1. The yield is 0.870. (4) The reactants are [NH2:1][C:2]1[CH:7]=[CH:6][C:5]([OH:8])=[C:4]([F:9])[CH:3]=1.CC(C)([O-])C.[K+].Cl[C:17]1[CH:22]=[CH:21][N:20]=[C:19]([C:23]([NH2:25])=[O:24])[CH:18]=1.[OH-].[Na+]. The catalyst is CS(C)=O.O. The product is [NH2:1][C:2]1[CH:7]=[CH:6][C:5]([O:8][C:17]2[CH:22]=[CH:21][N:20]=[C:19]([C:23]([NH2:25])=[O:24])[CH:18]=2)=[C:4]([F:9])[CH:3]=1. The yield is 0.830. (5) The reactants are FC1C=C(F)C=CC=1C1C=C(CN2C(=O)C3=CC=CC=C3C2=O)C(=O)N(CC(C)C)N=1.[C:32]([C:35]1[C:36](=[O:59])[N:37]([CH2:50][C:51]2[CH:56]=[CH:55][C:54]([F:57])=[C:53]([F:58])[CH:52]=2)[N:38]=[C:39]([C:41]2[CH:46]=[CH:45][C:44]([O:47][CH3:48])=[C:43]([F:49])[CH:42]=2)[CH:40]=1)(O)=[O:33]. No catalyst specified. The product is [F:58][C:53]1[CH:52]=[C:51]([CH:56]=[CH:55][C:54]=1[F:57])[CH2:50][N:37]1[C:36](=[O:59])[C:35]([CH2:32][OH:33])=[CH:40][C:39]([C:41]2[CH:46]=[CH:45][C:44]([O:47][CH3:48])=[C:43]([F:49])[CH:42]=2)=[N:38]1. The yield is 0.0770. (6) The reactants are [NH2:1][C:2]1[N:6]([C:7]2[C:12]([Cl:13])=[CH:11][C:10]([C:14]([F:17])([F:16])[F:15])=[CH:9][C:8]=2[Cl:18])[N:5]=[C:4]([C:19](O)=[O:20])[C:3]=1[S:22][C:23]([F:26])([F:25])[F:24].[CH:27]1([NH2:30])[CH2:29][CH2:28]1. The catalyst is O1CCOCC1.O. The product is [CH:27]1([NH:30][C:19]([C:4]2[C:3]([S:22][C:23]([F:24])([F:26])[F:25])=[C:2]([NH2:1])[N:6]([C:7]3[C:12]([Cl:13])=[CH:11][C:10]([C:14]([F:15])([F:16])[F:17])=[CH:9][C:8]=3[Cl:18])[N:5]=2)=[O:20])[CH2:29][CH2:28]1. The yield is 0.870.